This data is from NCI-60 drug combinations with 297,098 pairs across 59 cell lines. The task is: Regression. Given two drug SMILES strings and cell line genomic features, predict the synergy score measuring deviation from expected non-interaction effect. (1) Drug 1: C1=NC2=C(N=C(N=C2N1C3C(C(C(O3)CO)O)F)Cl)N. Drug 2: CC1=C2C(C(=O)C3(C(CC4C(C3C(C(C2(C)C)(CC1OC(=O)C(C(C5=CC=CC=C5)NC(=O)C6=CC=CC=C6)O)O)OC(=O)C7=CC=CC=C7)(CO4)OC(=O)C)O)C)OC(=O)C. Cell line: ACHN. Synergy scores: CSS=21.3, Synergy_ZIP=-8.09, Synergy_Bliss=-6.00, Synergy_Loewe=-9.50, Synergy_HSA=-5.63. (2) Drug 1: CC(C1=C(C=CC(=C1Cl)F)Cl)OC2=C(N=CC(=C2)C3=CN(N=C3)C4CCNCC4)N. Drug 2: CCC(=C(C1=CC=CC=C1)C2=CC=C(C=C2)OCCN(C)C)C3=CC=CC=C3.C(C(=O)O)C(CC(=O)O)(C(=O)O)O. Cell line: A498. Synergy scores: CSS=13.4, Synergy_ZIP=0.0555, Synergy_Bliss=6.11, Synergy_Loewe=6.29, Synergy_HSA=6.11. (3) Drug 1: COC1=C(C=C2C(=C1)N=CN=C2NC3=CC(=C(C=C3)F)Cl)OCCCN4CCOCC4. Drug 2: C1=CC=C(C(=C1)C(C2=CC=C(C=C2)Cl)C(Cl)Cl)Cl. Cell line: OVCAR-5. Synergy scores: CSS=62.0, Synergy_ZIP=6.61, Synergy_Bliss=9.54, Synergy_Loewe=-19.3, Synergy_HSA=9.87. (4) Drug 1: CN1C2=C(C=C(C=C2)N(CCCl)CCCl)N=C1CCCC(=O)O.Cl. Drug 2: CC1C(C(CC(O1)OC2CC(CC3=C2C(=C4C(=C3O)C(=O)C5=CC=CC=C5C4=O)O)(C(=O)C)O)N)O. Cell line: NCI-H322M. Synergy scores: CSS=39.3, Synergy_ZIP=-4.38, Synergy_Bliss=-0.984, Synergy_Loewe=-36.2, Synergy_HSA=-1.05. (5) Drug 1: COC1=NC(=NC2=C1N=CN2C3C(C(C(O3)CO)O)O)N. Drug 2: CS(=O)(=O)CCNCC1=CC=C(O1)C2=CC3=C(C=C2)N=CN=C3NC4=CC(=C(C=C4)OCC5=CC(=CC=C5)F)Cl. Cell line: KM12. Synergy scores: CSS=-2.35, Synergy_ZIP=-0.450, Synergy_Bliss=-4.97, Synergy_Loewe=-9.07, Synergy_HSA=-7.20. (6) Drug 1: CC1=C2C(C(=O)C3(C(CC4C(C3C(C(C2(C)C)(CC1OC(=O)C(C(C5=CC=CC=C5)NC(=O)OC(C)(C)C)O)O)OC(=O)C6=CC=CC=C6)(CO4)OC(=O)C)O)C)O. Drug 2: CN(C(=O)NC(C=O)C(C(C(CO)O)O)O)N=O. Cell line: NCIH23. Synergy scores: CSS=-5.15, Synergy_ZIP=-1.42, Synergy_Bliss=-6.71, Synergy_Loewe=-24.0, Synergy_HSA=-7.84. (7) Drug 1: CC1=C2C(C(=O)C3(C(CC4C(C3C(C(C2(C)C)(CC1OC(=O)C(C(C5=CC=CC=C5)NC(=O)C6=CC=CC=C6)O)O)OC(=O)C7=CC=CC=C7)(CO4)OC(=O)C)O)C)OC(=O)C. Drug 2: CN(C(=O)NC(C=O)C(C(C(CO)O)O)O)N=O. Synergy scores: CSS=51.0, Synergy_ZIP=4.60, Synergy_Bliss=1.81, Synergy_Loewe=-17.1, Synergy_HSA=3.64. Cell line: LOX IMVI. (8) Drug 1: CC12CCC(CC1=CCC3C2CCC4(C3CC=C4C5=CN=CC=C5)C)O. Drug 2: C1CC(C1)(C(=O)O)C(=O)O.[NH2-].[NH2-].[Pt+2]. Cell line: SK-MEL-5. Synergy scores: CSS=38.7, Synergy_ZIP=-1.39, Synergy_Bliss=3.94, Synergy_Loewe=1.62, Synergy_HSA=2.72.